Dataset: Reaction yield outcomes from USPTO patents with 853,638 reactions. Task: Predict the reaction yield, written as a fraction of the theoretical maximum amount of product (1.0 means a 100% yield; for example, 0.34 means a 34% yield). (1) The reactants are [Cl:1][C:2]1[CH:10]=[CH:9][CH:8]=[C:7]2[C:3]=1[C:4]([C:17]([OH:19])=O)=[CH:5][N:6]2[CH2:11][CH2:12][O:13][CH:14]([F:16])[F:15].[F:20][C:21]1([F:29])[CH2:26][CH2:25][CH:24]([CH2:27][NH2:28])[CH2:23][CH2:22]1.C1C=CC2N(O)N=NC=2C=1.CCN=C=NCCCN(C)C.C(N(CC)CC)C. The catalyst is C(Cl)Cl. The product is [Cl:1][C:2]1[CH:10]=[CH:9][CH:8]=[C:7]2[C:3]=1[C:4]([C:17]([NH:28][CH2:27][CH:24]1[CH2:25][CH2:26][C:21]([F:29])([F:20])[CH2:22][CH2:23]1)=[O:19])=[CH:5][N:6]2[CH2:11][CH2:12][O:13][CH:14]([F:15])[F:16]. The yield is 0.380. (2) The reactants are [Si:1]([O:8][C:9]1[CH:10]=[C:11]([CH:14]=[CH:15][CH:16]=1)[CH:12]=O)([C:4]([CH3:7])([CH3:6])[CH3:5])([CH3:3])[CH3:2].Cl.[NH2:18][C@@H:19]([CH3:24])[C:20]([O:22][CH3:23])=[O:21]. No catalyst specified. The product is [Si:1]([O:8][C:9]1[CH:10]=[C:11]([CH:14]=[CH:15][CH:16]=1)[CH2:12][NH:18][C@@H:19]([CH3:24])[C:20]([O:22][CH3:23])=[O:21])([C:4]([CH3:7])([CH3:6])[CH3:5])([CH3:3])[CH3:2]. The yield is 0.800. (3) The reactants are [Br:1][C:2]1[N:7]=[CH:6][C:5]([NH2:8])=[C:4]([NH:9][CH:10]([CH3:12])[CH3:11])[CH:3]=1.C(N=C=S)C.F[P-](F)(F)(F)(F)F.[N:25]1(O[P+](N(C)C)(N(C)C)N(C)C)[C:29]2C=CC=[CH:33][C:28]=2N=N1.N12CCCN=C1CCCCC2. The catalyst is C(#N)C. The product is [Br:1][C:2]1[N:7]=[CH:6][C:5]2[N:8]=[C:33]([CH2:28][CH2:29][NH2:25])[N:9]([CH:10]([CH3:12])[CH3:11])[C:4]=2[CH:3]=1. The yield is 0.230. (4) The catalyst is O.C1COCC1. The reactants are [OH-].[K+].C[O:4][C:5](=[O:20])[C:6]1[CH:11]=[CH:10][C:9]([C:12]#[C:13][C:14]#[C:15][Si](C)(C)C)=[CH:8][CH:7]=1. The product is [C:12]([C:9]1[CH:8]=[CH:7][C:6]([C:5]([OH:20])=[O:4])=[CH:11][CH:10]=1)#[C:13][C:14]#[CH:15]. The yield is 0.910. (5) The reactants are Br.[Br:2][C:3]1[C:27]([F:28])=[CH:26][C:6]2[O:7][C:8]3[CH:24]=[C:23]([F:25])[CH:22]=[CH:21][C:9]=3[C@H:10]3[C@H:15]([NH:16]C(=O)OC)[CH2:14][CH2:13][CH2:12][N:11]3[C:5]=2[CH:4]=1.[OH-].[Na+]. The catalyst is C(O)(=O)C. The product is [Br:2][C:3]1[C:27]([F:28])=[CH:26][C:6]2[O:7][C:8]3[CH:24]=[C:23]([F:25])[CH:22]=[CH:21][C:9]=3[C@H:10]3[C@H:15]([NH2:16])[CH2:14][CH2:13][CH2:12][N:11]3[C:5]=2[CH:4]=1. The yield is 0.870. (6) The reactants are [CH3:1][S:2]([O:5][C:6]1[CH:7]=[C:8]([C:16]([O:18][CH3:19])=[O:17])[CH:9]=[C:10]([CH:15]=1)[C:11]([O:13]C)=[O:12])(=[O:4])=[O:3].[OH-].[Na+]. The catalyst is C1COCC1. The product is [CH3:19][O:18][C:16]([C:8]1[CH:9]=[C:10]([CH:15]=[C:6]([O:5][S:2]([CH3:1])(=[O:4])=[O:3])[CH:7]=1)[C:11]([OH:13])=[O:12])=[O:17]. The yield is 0.570. (7) The reactants are O=C1CCC(=O)N1O[C:9](=[O:17])[C:10]1[CH:15]=[CH:14][C:13]([Br:16])=[CH:12][CH:11]=1.BrC1C=CC(C(O)=O)=CC=1.ONC(=O)CCC(N)=O.[NH:37]1[CH2:41][CH2:40][CH2:39][C@H:38]1[CH2:42][N:43]1[CH2:47][CH2:46][CH2:45][CH2:44]1. The catalyst is O1CCCC1. The product is [Br:16][C:13]1[CH:12]=[CH:11][C:10]([C:9]([N:37]2[CH2:41][CH2:40][CH2:39][C@H:38]2[CH2:42][N:43]2[CH2:47][CH2:46][CH2:45][CH2:44]2)=[O:17])=[CH:15][CH:14]=1. The yield is 0.930. (8) The reactants are [C:1]1(=[O:11])[O:6][C:4](=O)[C:3]2=[CH:7][CH:8]=[CH:9][CH:10]=[C:2]12.[NH2:12][C@@H:13]([CH2:18][OH:19])[CH2:14][CH:15]([CH3:17])[CH3:16].O. The catalyst is C1COCC1. The product is [OH:19][CH2:18][C@H:13]([N:12]1[C:1](=[O:11])[C:2]2[C:3](=[CH:7][CH:8]=[CH:9][CH:10]=2)[C:4]1=[O:6])[CH2:14][CH:15]([CH3:17])[CH3:16]. The yield is 0.470.